This data is from Choline transporter screen with 302,306 compounds. The task is: Binary Classification. Given a drug SMILES string, predict its activity (active/inactive) in a high-throughput screening assay against a specified biological target. (1) The molecule is O(CCN(C(=O)c1cc([N+]([O-])=O)cc([N+]([O-])=O)c1)C)c1ccccc1. The result is 0 (inactive). (2) The molecule is o1c2c(cc(C(=O)NCc3ccc(cc3)C)c1=O)cc(OC)cc2. The result is 0 (inactive). (3) The molecule is s1c(C2=NN(C(C2)c2ccc(OC)cc2)C(=O)CSC=2SCCN2)ccc1. The result is 0 (inactive). (4) The drug is Clc1c([N+]([O-])=O)cc(C(=O)NC(CCSC)c2[nH]c3c(n2)cccc3)cc1. The result is 0 (inactive). (5) The compound is O(c1c(OC)cc(cc1OC)/C=C\c1[nH]o\c(n1)=C1/C(=O)C=CC=C1)C. The result is 0 (inactive). (6) The result is 0 (inactive). The molecule is S(CC(=O)c1c(n(c(c1)C)C)C)c1n(c2c(cccc2)C)c(nn1)c1ccncc1.